Predict which catalyst facilitates the given reaction. From a dataset of Catalyst prediction with 721,799 reactions and 888 catalyst types from USPTO. (1) Reactant: [CH3:1][C:2]1[C:7]([CH2:8][N:9]2[CH2:14][CH2:13][N:12](C(OC(C)(C)C)=O)[CH2:11][CH2:10]2)=[CH:6][CH:5]=[C:4]([C:22]2[CH:27]=[CH:26][CH:25]=[CH:24][C:23]=2[CH3:28])[N:3]=1.FC(F)(F)C(O)=O. Product: [CH3:1][C:2]1[C:7]([CH2:8][N:9]2[CH2:10][CH2:11][NH:12][CH2:13][CH2:14]2)=[CH:6][CH:5]=[C:4]([C:22]2[CH:27]=[CH:26][CH:25]=[CH:24][C:23]=2[CH3:28])[N:3]=1. The catalyst class is: 4. (2) Reactant: Cl[C:2]1[N:7]=[C:6]([C:8]2[S:12][C:11]([CH:13]3[CH2:18][CH2:17][O:16][CH2:15][CH2:14]3)=[N:10][C:9]=2[C:19]2[C:20]([F:34])=[C:21]([NH:25][S:26]([C:29]3[CH:33]=[CH:32][O:31][CH:30]=3)(=[O:28])=[O:27])[CH:22]=[CH:23][CH:24]=2)[CH:5]=[CH:4][N:3]=1.[NH2:35][CH:36]1[CH2:41][CH2:40][O:39][CH2:38][CH2:37]1. Product: [F:34][C:20]1[C:19]([C:9]2[N:10]=[C:11]([CH:13]3[CH2:18][CH2:17][O:16][CH2:15][CH2:14]3)[S:12][C:8]=2[C:6]2[CH:5]=[CH:4][N:3]=[C:2]([NH:35][CH:36]3[CH2:41][CH2:40][O:39][CH2:38][CH2:37]3)[N:7]=2)=[CH:24][CH:23]=[CH:22][C:21]=1[NH:25][S:26]([C:29]1[CH:33]=[CH:32][O:31][CH:30]=1)(=[O:28])=[O:27]. The catalyst class is: 12. (3) Reactant: C1(C2C=CC=CC=2N[N:10]=[N:11][NH:12][C:13]2[CH:18]=[CH:17][CH:16]=[CH:15][CH:14]=2)C=CC=CC=1.C(O)(=O)C.C(O)(=O)C.C(O)(=O)C.I[C:36]1[CH:41]=[CH:40][CH:39]=[CH:38][CH:37]=1.ClCCl. Product: [C:36]1([N:11]2[N:10]=[C:18]3[CH:17]=[CH:16][CH:15]=[CH:14][C:13]3=[N:12]2)[CH:41]=[CH:40][CH:39]=[CH:38][CH:37]=1. The catalyst class is: 6. (4) Reactant: C[O:2][C:3]([C:5]1[O:6][C:7]([CH3:26])=[C:8]([CH2:10][O:11][C:12]2[CH:17]=[CH:16][C:15]([C:18]3[CH:23]=[CH:22][C:21]([O:24][CH3:25])=[CH:20][N:19]=3)=[CH:14][CH:13]=2)[CH:9]=1)=[O:4].[OH-].[Li+]. Product: [CH3:25][O:24][C:21]1[CH:22]=[CH:23][C:18]([C:15]2[CH:16]=[CH:17][C:12]([O:11][CH2:10][C:8]3[CH:9]=[C:5]([C:3]([OH:4])=[O:2])[O:6][C:7]=3[CH3:26])=[CH:13][CH:14]=2)=[N:19][CH:20]=1. The catalyst class is: 83.